Dataset: Full USPTO retrosynthesis dataset with 1.9M reactions from patents (1976-2016). Task: Predict the reactants needed to synthesize the given product. (1) Given the product [CH2:18]([N:22]([CH2:23][C:24]#[N:25])[C:15]([CH:13]1[CH2:12][CH2:11][C:10]2[C:3]3[C:2]([Cl:1])=[N:7][CH:6]=[N:5][C:4]=3[S:8][C:9]=2[CH2:14]1)=[O:17])[CH2:19][CH2:20][CH3:21], predict the reactants needed to synthesize it. The reactants are: [Cl:1][C:2]1[C:3]2[C:10]3[CH2:11][CH2:12][CH:13]([C:15]([OH:17])=O)[CH2:14][C:9]=3[S:8][C:4]=2[N:5]=[CH:6][N:7]=1.[CH2:18]([NH:22][CH2:23][C:24]#[N:25])[CH2:19][CH2:20][CH3:21]. (2) Given the product [C:2]1([NH:1][C:16]2[CH:15]=[C:14]3[C:24]4=[C:23]5[C:21]([CH:22]=[CH:9][CH:10]=[C:11]5[CH:12]=[CH:13]3)=[CH:20][CH:19]=[C:18]4[CH:17]=2)[CH:7]=[CH:6][CH:5]=[CH:4][CH:3]=1, predict the reactants needed to synthesize it. The reactants are: [NH2:1][C:2]1[CH:7]=[CH:6][CH:5]=[CH:4][CH:3]=1.Br[C:9]1[CH:22]=[C:21]2[C:23]3=[C:24]4[C:14]([CH:15]=[CH:16][CH:17]=[C:18]4[CH:19]=[CH:20]2)=[CH:13][CH:12]=[C:11]3[CH:10]=1.C1C=CC(P(C2C(C3C(P(C4C=CC=CC=4)C4C=CC=CC=4)=CC=C4C=3C=CC=C4)=C3C(C=CC=C3)=CC=2)C2C=CC=CC=2)=CC=1.CC(C)([O-])C.[Na+]. (3) Given the product [CH2:31]([C:33]1[C:38]([N:39]2[CH2:44][CH2:43][O:42][CH2:41][C:40]2=[O:45])=[CH:37][CH:36]=[CH:35][C:34]=1[S:46]([NH:1][C@H:2]([C:13]([N:15]1[CH2:20][CH2:19][O:18][CH2:17][C@@H:16]1[CH3:21])=[O:14])[CH2:3][NH:4][C:5]([C:7]1[S:8][C:9]([Cl:12])=[CH:10][CH:11]=1)=[O:6])(=[O:47])=[O:48])[CH3:32], predict the reactants needed to synthesize it. The reactants are: [NH2:1][C@H:2]([C:13]([N:15]1[CH2:20][CH2:19][O:18][CH2:17][C@@H:16]1[CH3:21])=[O:14])[CH2:3][NH:4][C:5]([C:7]1[S:8][C:9]([Cl:12])=[CH:10][CH:11]=1)=[O:6].CCN(C(C)C)C(C)C.[CH2:31]([C:33]1[C:38]([N:39]2[CH2:44][CH2:43][O:42][CH2:41][C:40]2=[O:45])=[CH:37][CH:36]=[CH:35][C:34]=1[S:46](Cl)(=[O:48])=[O:47])[CH3:32].